Dataset: Forward reaction prediction with 1.9M reactions from USPTO patents (1976-2016). Task: Predict the product of the given reaction. (1) Given the reactants Cl.[O:2]1[C:6]2[CH:7]=[CH:8][CH:9]=[C:10]([CH:11]3[CH2:16][CH2:15][N:14]([CH2:17][CH2:18][C@H:19]4[CH2:24][CH2:23][C@H:22]([NH2:25])[CH2:21][CH2:20]4)[CH2:13][CH2:12]3)[C:5]=2[O:4][CH2:3]1.[C:26]([C:28]1[CH:36]=[CH:35][C:31]([C:32](O)=[O:33])=[CH:30][CH:29]=1)#[N:27], predict the reaction product. The product is: [O:2]1[C:6]2[CH:7]=[CH:8][CH:9]=[C:10]([CH:11]3[CH2:16][CH2:15][N:14]([CH2:17][CH2:18][C@H:19]4[CH2:20][CH2:21][C@H:22]([NH:25][C:32](=[O:33])[C:31]5[CH:35]=[CH:36][C:28]([C:26]#[N:27])=[CH:29][CH:30]=5)[CH2:23][CH2:24]4)[CH2:13][CH2:12]3)[C:5]=2[O:4][CH2:3]1. (2) Given the reactants [OH:1][C:2]1[C:11]2[C:6](=[CH:7][CH:8]=[C:9]([C:12]([O:14][CH3:15])=[O:13])[CH:10]=2)[CH:5]=[CH:4][N:3]=1.N1C=CC=CC=1.[I:22]I.S([O-])([O-])(=O)=S.[Na+].[Na+], predict the reaction product. The product is: [OH:1][C:2]1[C:11]2[C:6](=[CH:7][CH:8]=[C:9]([C:12]([O:14][CH3:15])=[O:13])[CH:10]=2)[C:5]([I:22])=[CH:4][N:3]=1. (3) Given the reactants O=[C:2]1[CH2:7][CH2:6][CH2:5][CH2:4][CH:3]1[N:8]1[C:32](=[O:33])[C:11]2=[CH:12][N:13]([CH2:20][C:21]3[CH:26]=[CH:25][C:24]([N:27]4[CH:31]=[CH:30][CH:29]=[N:28]4)=[CH:23][CH:22]=3)[C:14]3[CH:15]=[CH:16][CH:17]=[CH:18][C:19]=3[C:10]2=[N:9]1.C(O)(=O)C.[CH3:38][NH2:39].C(O[BH-](OC(=O)C)OC(=O)C)(=O)C.[Na+], predict the reaction product. The product is: [CH3:38][NH:39][C@@H:2]1[CH2:7][CH2:6][CH2:5][CH2:4][C@H:3]1[N:8]1[C:32](=[O:33])[C:11]2=[CH:12][N:13]([CH2:20][C:21]3[CH:22]=[CH:23][C:24]([N:27]4[CH:31]=[CH:30][CH:29]=[N:28]4)=[CH:25][CH:26]=3)[C:14]3[CH:15]=[CH:16][CH:17]=[CH:18][C:19]=3[C:10]2=[N:9]1. (4) Given the reactants C[O:2][C:3](=[O:31])[CH:4]([NH:21][C:22]1[CH:27]=[CH:26][C:25]([C:28](=[NH:30])[NH2:29])=[CH:24][CH:23]=1)[C:5]1[CH:10]=[CH:9][C:8]([O:11][CH2:12][C:13](=[O:17])[N:14]([CH3:16])[CH3:15])=[C:7]([O:18][CH2:19][CH3:20])[CH:6]=1.[OH-].[Na+].[ClH:34], predict the reaction product. The product is: [ClH:34].[C:28]([C:25]1[CH:26]=[CH:27][C:22]([NH:21][CH:4]([C:5]2[CH:10]=[CH:9][C:8]([O:11][CH2:12][C:13](=[O:17])[N:14]([CH3:16])[CH3:15])=[C:7]([O:18][CH2:19][CH3:20])[CH:6]=2)[C:3]([OH:31])=[O:2])=[CH:23][CH:24]=1)(=[NH:29])[NH2:30]. (5) Given the reactants [O:1]1[C:5]2[CH:6]=[CH:7][CH:8]=[CH:9][C:4]=2[N:3]=[C:2]1[C:10]1[CH:11]=[CH:12][C:13]([NH:17][CH:18]2[CH2:23][CH2:22][O:21][CH2:20][CH2:19]2)=[C:14]([CH:16]=1)[NH2:15].[O:24]1[CH2:29][CH2:28][CH:27]([CH2:30][CH:31]=O)[CH2:26][CH2:25]1.OOS([O-])=O.[K+].C(=O)([O-])[O-].[K+].[K+], predict the reaction product. The product is: [O:1]1[C:5]2[CH:6]=[CH:7][CH:8]=[CH:9][C:4]=2[N:3]=[C:2]1[C:10]1[CH:11]=[CH:12][C:13]2[N:17]([CH:18]3[CH2:23][CH2:22][O:21][CH2:20][CH2:19]3)[C:31]([CH2:30][CH:27]3[CH2:28][CH2:29][O:24][CH2:25][CH2:26]3)=[N:15][C:14]=2[CH:16]=1. (6) Given the reactants [NH2:1][C:2]1[CH:3]=[CH:4][C:5]2[O:9][C:8]([CH:10]([NH:17][C:18]3[CH:23]=[CH:22][C:21]([C:24]([N:26]([CH3:34])[CH2:27][CH2:28][C:29]([O:31]CC)=[O:30])=[O:25])=[CH:20][CH:19]=3)[CH:11]3[CH2:16][CH2:15][CH2:14][CH2:13][CH2:12]3)=[C:7]([CH3:35])[C:6]=2[CH:36]=1.[CH3:37][S:38](Cl)(=[O:40])=[O:39].[Cl-].[NH4+].[OH-].[Li+], predict the reaction product. The product is: [CH:11]1([CH:10]([NH:17][C:18]2[CH:23]=[CH:22][C:21]([C:24]([N:26]([CH3:34])[CH2:27][CH2:28][C:29]([OH:31])=[O:30])=[O:25])=[CH:20][CH:19]=2)[C:8]2[O:9][C:5]3[CH:4]=[CH:3][C:2]([NH:1][S:38]([CH3:37])(=[O:40])=[O:39])=[CH:36][C:6]=3[C:7]=2[CH3:35])[CH2:16][CH2:15][CH2:14][CH2:13][CH2:12]1. (7) The product is: [N:1]([CH2:4][C@H:5]([NH:6][C:27](=[O:28])[C@H:26]([C:20]1[CH:25]=[CH:24][CH:23]=[CH:22][CH:21]=1)[CH3:30])[C:7]1[CH:12]=[CH:11][C:10]([O:13][CH2:14][CH:15]([CH3:19])[CH2:16][CH2:17][CH3:18])=[CH:9][CH:8]=1)=[N+:2]=[N-:3]. Given the reactants [N:1]([CH2:4][C@@H:5]([C:7]1[CH:12]=[CH:11][C:10]([O:13][CH2:14][CH:15]([CH3:19])[CH2:16][CH2:17][CH3:18])=[CH:9][CH:8]=1)[NH2:6])=[N+:2]=[N-:3].[C:20]1([C@H:26]([CH3:30])[C:27](O)=[O:28])[CH:25]=[CH:24][CH:23]=[CH:22][CH:21]=1.C(N(CC)C(C)C)(C)C.CN(C(ON1N=NC2C=CC=NC1=2)=[N+](C)C)C.F[P-](F)(F)(F)(F)F.C([O-])(O)=O.[Na+], predict the reaction product. (8) Given the reactants [Br:1][C:2]1[CH:3]=[C:4]2[C:8](=[C:9]([C:11]([O:13]CC)=[O:12])[CH:10]=1)[NH:7][CH:6]=[C:5]2[CH2:16][CH:17]1[CH2:22][CH2:21][CH2:20][S:19](=[O:24])(=[O:23])[CH2:18]1.[Li+].[OH-], predict the reaction product. The product is: [Br:1][C:2]1[CH:3]=[C:4]2[C:8](=[C:9]([C:11]([OH:13])=[O:12])[CH:10]=1)[NH:7][CH:6]=[C:5]2[CH2:16][CH:17]1[CH2:22][CH2:21][CH2:20][S:19](=[O:23])(=[O:24])[CH2:18]1. (9) Given the reactants C(OC([NH:8][C:9]1[O:17][C:16]2[C:11](=[N:12][CH:13]=[C:14]([CH2:18][CH2:19][CH2:20][O:21][CH3:22])[CH:15]=2)[C:10]=1[C:23]([NH:25][C:26]1[CH:27]=[N:28][CH:29]=[CH:30][C:31]=1[N:32]1[CH2:37][C@H:36]([C:38]([F:41])([F:40])[F:39])[CH2:35][C@H:34]([NH:42]C(=O)OC(C)(C)C)[CH2:33]1)=[O:24])=O)(C)(C)C.C(Cl)Cl.C(O)(C(F)(F)F)=O, predict the reaction product. The product is: [NH2:8][C:9]1[O:17][C:16]2[C:11](=[N:12][CH:13]=[C:14]([CH2:18][CH2:19][CH2:20][O:21][CH3:22])[CH:15]=2)[C:10]=1[C:23]([NH:25][C:26]1[CH:27]=[N:28][CH:29]=[CH:30][C:31]=1[N:32]1[CH2:37][C@H:36]([C:38]([F:41])([F:40])[F:39])[CH2:35][C@H:34]([NH2:42])[CH2:33]1)=[O:24].